Dataset: TCR-epitope binding with 47,182 pairs between 192 epitopes and 23,139 TCRs. Task: Binary Classification. Given a T-cell receptor sequence (or CDR3 region) and an epitope sequence, predict whether binding occurs between them. The epitope is SLVKPSFYV. The TCR CDR3 sequence is CATSAEGIGYTF. Result: 0 (the TCR does not bind to the epitope).